From a dataset of Forward reaction prediction with 1.9M reactions from USPTO patents (1976-2016). Predict the product of the given reaction. (1) Given the reactants C([O:3][C:4](=[O:42])[C@H:5]([OH:41])[CH2:6][NH:7][C:8](=[O:40])[C:9]1[CH:14]=[CH:13][C:12]([CH:15]([NH:28][C:29]([NH:31][C:32]2[CH:37]=[C:36]([Cl:38])[CH:35]=[C:34]([Cl:39])[CH:33]=2)=[O:30])[C:16]2[CH:21]=[CH:20][C:19]([C:22]3[CH2:27][CH2:26][CH2:25][CH2:24][CH:23]=3)=[CH:18][CH:17]=2)=[CH:11][CH:10]=1)C.[OH-].[Na+].Cl, predict the reaction product. The product is: [C:22]1([C:19]2[CH:18]=[CH:17][C:16]([CH:15]([NH:28][C:29]([NH:31][C:32]3[CH:33]=[C:34]([Cl:39])[CH:35]=[C:36]([Cl:38])[CH:37]=3)=[O:30])[C:12]3[CH:13]=[CH:14][C:9]([C:8]([NH:7][CH2:6][C@@H:5]([OH:41])[C:4]([OH:42])=[O:3])=[O:40])=[CH:10][CH:11]=3)=[CH:21][CH:20]=2)[CH2:27][CH2:26][CH2:25][CH2:24][CH:23]=1. (2) Given the reactants C([O:5][C:6](=[O:35])[C:7]1[CH:12]=[CH:11][C:10]([C:13]2[N:21]3[C:16]([CH:17]=[N:18][C:19]([NH:22][C:23]4[CH:28]=[CH:27][C:26]([N:29]5[CH2:34][CH2:33][O:32][CH2:31][CH2:30]5)=[CH:25][CH:24]=4)=[N:20]3)=[CH:15][CH:14]=2)=[CH:9][CH:8]=1)(C)(C)C.C(Cl)Cl.[F:39][C:40]([F:45])([F:44])[C:41]([OH:43])=[O:42], predict the reaction product. The product is: [F:39][C:40]([F:45])([F:44])[C:41]([OH:43])=[O:42].[N:29]1([C:26]2[CH:27]=[CH:28][C:23]([NH:22][C:19]3[N:18]=[CH:17][C:16]4=[CH:15][CH:14]=[C:13]([C:10]5[CH:11]=[CH:12][C:7]([C:6]([OH:35])=[O:5])=[CH:8][CH:9]=5)[N:21]4[N:20]=3)=[CH:24][CH:25]=2)[CH2:30][CH2:31][O:32][CH2:33][CH2:34]1. (3) Given the reactants [CH:1](NC(C)C)(C)C.[Cl:8][C:9]1[CH:16]=[C:15]([N:17]2[C:21](=[O:22])[CH2:20][C@@H:19]([OH:23])[C@@H:18]2[CH2:24][CH3:25])[CH:14]=[CH:13][C:10]=1[C:11]#[N:12].IC.O, predict the reaction product. The product is: [Cl:8][C:9]1[CH:16]=[C:15]([N:17]2[C:21](=[O:22])[C@H:20]([CH3:1])[C@@H:19]([OH:23])[C@@H:18]2[CH2:24][CH3:25])[CH:14]=[CH:13][C:10]=1[C:11]#[N:12]. (4) Given the reactants [C:1]([O:5][C:6]([NH:8][C@@:9]1([CH2:21][CH:22]2[CH2:27][CH2:26][N:25]([C:28]([O:30][CH2:31][CH2:32][Si:33]([CH3:36])([CH3:35])[CH3:34])=[O:29])[CH2:24][CH2:23]2)[C:16](=[O:17])[N:15]2[C@@H:11]([S:12][CH2:13][C@H:14]2[C:18](=O)[NH2:19])[CH2:10]1)=[O:7])([CH3:4])([CH3:3])[CH3:2].C(N(CC)CC)C.FC(F)(F)C(OC(=O)C(F)(F)F)=O, predict the reaction product. The product is: [C:1]([O:5][C:6]([NH:8][C@@:9]1([CH2:21][CH:22]2[CH2:23][CH2:24][N:25]([C:28]([O:30][CH2:31][CH2:32][Si:33]([CH3:36])([CH3:35])[CH3:34])=[O:29])[CH2:26][CH2:27]2)[C:16](=[O:17])[N:15]2[C@@H:11]([S:12][CH2:13][C@H:14]2[C:18]#[N:19])[CH2:10]1)=[O:7])([CH3:3])([CH3:2])[CH3:4]. (5) Given the reactants Br[C:2]1[C:11]2[C:6](=[CH:7][CH:8]=[CH:9][CH:10]=2)[C:5]([Br:12])=[CH:4][CH:3]=1.[Li]CCCC.[O:18]1[CH2:21][C:20](=[O:22])[CH2:19]1, predict the reaction product. The product is: [Br:12][C:5]1[C:6]2[C:11](=[CH:10][CH:9]=[CH:8][CH:7]=2)[C:2]([C:20]2([OH:22])[CH2:21][O:18][CH2:19]2)=[CH:3][CH:4]=1. (6) Given the reactants [CH3:1][O:2][C:3]1[CH:4]=[C:5]([CH2:10][C@@H:11]2[C@@H:16]([CH2:17][C:18]3[CH:19]=[CH:20][C:21]([OH:26])=[C:22]([O:24][CH3:25])[CH:23]=3)[C:14](=[O:15])[O:13][CH2:12]2)[CH:6]=[CH:7][C:8]=1[OH:9].[C:27]1(=[O:33])[O:32][C:30](=[O:31])[CH2:29][CH2:28]1, predict the reaction product. The product is: [CH3:1][O:2][C:3]1[CH:4]=[C:5]([CH2:10][C@@H:11]2[C@@H:16]([CH2:17][C:18]3[CH:19]=[CH:20][C:21]([OH:26])=[C:22]([O:24][CH3:25])[CH:23]=3)[C:14](=[O:15])[O:13][CH2:12]2)[CH:6]=[CH:7][C:8]=1[OH:9].[C:27]([O-:32])(=[O:33])[CH2:28][CH2:29][C:30]([O-:2])=[O:31]. (7) Given the reactants [C:1]([N:5]1[C:9]([CH2:10][CH2:11][C:12]2[CH:17]=[CH:16][C:15]([O:18][CH3:19])=[CH:14][CH:13]=2)=[C:8]([C:20]2[S:21][CH:22]=[C:23]([CH2:25][C:26](O)=[O:27])[N:24]=2)[CH:7]=[N:6]1)([CH3:4])([CH3:3])[CH3:2].[O:29]1[CH2:34][CH2:33][CH:32]([CH2:35][NH2:36])[CH2:31][CH2:30]1, predict the reaction product. The product is: [C:1]([N:5]1[C:9]([CH2:10][CH2:11][C:12]2[CH:13]=[CH:14][C:15]([O:18][CH3:19])=[CH:16][CH:17]=2)=[C:8]([C:20]2[S:21][CH:22]=[C:23]([CH2:25][C:26]([NH:36][CH2:35][CH:32]3[CH2:33][CH2:34][O:29][CH2:30][CH2:31]3)=[O:27])[N:24]=2)[CH:7]=[N:6]1)([CH3:4])([CH3:2])[CH3:3].